This data is from Reaction yield outcomes from USPTO patents with 853,638 reactions. The task is: Predict the reaction yield, written as a fraction of the theoretical maximum amount of product (1.0 means a 100% yield; for example, 0.34 means a 34% yield). (1) The reactants are [N:1]1([C:8]2[CH:13]=[CH:12][C:11]([N+:14]([O-])=O)=[CH:10][CH:9]=2)[CH2:6][CH2:5][O:4][CH2:3][C:2]1=[O:7].[H][H]. The catalyst is O1CCCC1.[Pd]. The product is [N:1]1([C:8]2[CH:13]=[CH:12][C:11]([NH2:14])=[CH:10][CH:9]=2)[CH2:6][CH2:5][O:4][CH2:3][C:2]1=[O:7]. The yield is 0.376. (2) The reactants are [CH3:1][N:2]([CH3:19])[CH2:3][CH2:4][CH2:5][N:6]1[CH2:11][CH2:10][S:9][C:8]2[CH:12]=[C:13]([N+:16]([O-])=O)[CH:14]=[CH:15][C:7]1=2.O.NN. The yield is 0.990. The product is [CH3:19][N:2]([CH3:1])[CH2:3][CH2:4][CH2:5][N:6]1[CH2:11][CH2:10][S:9][C:8]2[CH:12]=[C:13]([NH2:16])[CH:14]=[CH:15][C:7]1=2. The catalyst is CO.[Ni]. (3) The product is [C:1]1([S:7]([N:11]2[CH:15]=[CH:14][CH:13]=[CH:12]2)(=[O:9])=[O:8])[CH:6]=[CH:5][CH:4]=[CH:3][CH:2]=1. The catalyst is C1(C)C=CC=CC=1.S(=O)(=O)(O)[O-].C([N+](CCCC)(CCCC)CCCC)CCC. The yield is 0.870. The reactants are [C:1]1([S:7](Cl)(=[O:9])=[O:8])[CH:6]=[CH:5][CH:4]=[CH:3][CH:2]=1.[NH:11]1[CH:15]=[CH:14][CH:13]=[CH:12]1.[OH-].[Na+].